Dataset: Reaction yield outcomes from USPTO patents with 853,638 reactions. Task: Predict the reaction yield, written as a fraction of the theoretical maximum amount of product (1.0 means a 100% yield; for example, 0.34 means a 34% yield). The reactants are Br[C:2]1[CH:7]=[CH:6][CH:5]=[CH:4][C:3]=1[CH2:8][CH3:9].C([Li])CCC.C([O:17][B:18](OCC)[O:19]CC)C. The catalyst is O1CCCC1. The product is [CH2:8]([C:3]1[CH:4]=[CH:5][CH:6]=[CH:7][C:2]=1[B:18]([OH:19])[OH:17])[CH3:9]. The yield is 0.920.